Predict the reactants needed to synthesize the given product. From a dataset of Full USPTO retrosynthesis dataset with 1.9M reactions from patents (1976-2016). (1) Given the product [C:22]([NH:11][C@@H:10]1[C:12](=[O:14])[O:16][C:15](=[O:17])[CH:8]([CH2:1][C:2]2[CH:3]=[CH:4][CH:5]=[CH:6][CH:7]=2)[CH2:9]1)([OH:23])=[O:21], predict the reactants needed to synthesize it. The reactants are: [CH2:1]([CH:8]([C:15]([O-:17])=[O:16])[CH2:9][C@@H:10]([C:12]([O-:14])=O)[NH2:11])[C:2]1[CH:7]=[CH:6][CH:5]=[CH:4][CH:3]=1.ClC(Cl)([O:21][C:22](=O)[O:23]C(Cl)(Cl)Cl)Cl.N#N.CCCCCC. (2) Given the product [OH:1][CH:2]([CH2:15][NH:16][C@@H:17]([C:19]1[C:28]2[C:23](=[CH:24][CH:25]=[CH:26][CH:27]=2)[CH:22]=[CH:21][CH:20]=1)[CH3:18])[CH2:3][C:4]1[CH:14]=[CH:13][C:7]([C:8]([OH:10])=[O:9])=[CH:6][CH:5]=1, predict the reactants needed to synthesize it. The reactants are: [OH:1][CH:2]([CH2:15][NH:16][C@@H:17]([C:19]1[C:28]2[C:23](=[CH:24][CH:25]=[CH:26][CH:27]=2)[CH:22]=[CH:21][CH:20]=1)[CH3:18])[CH2:3][C:4]1[CH:14]=[CH:13][C:7]([C:8]([O:10]CC)=[O:9])=[CH:6][CH:5]=1.[OH-].[Li+].Cl. (3) Given the product [Cl:1][C:2]1[CH:9]=[CH:8][C:5]([CH:6]=[CH:12][C:13]([OH:15])=[O:14])=[CH:4][C:3]=1[F:10], predict the reactants needed to synthesize it. The reactants are: [Cl:1][C:2]1[CH:9]=[CH:8][C:5]([CH:6]=O)=[CH:4][C:3]=1[F:10].C(O)(=O)[CH2:12][C:13]([OH:15])=[O:14].